From a dataset of Full USPTO retrosynthesis dataset with 1.9M reactions from patents (1976-2016). Predict the reactants needed to synthesize the given product. (1) The reactants are: [F:1][C:2]1[C:3]([OH:20])=[CH:4][C:5]([OH:19])=[C:6]([CH:18]=1)[C:7]([C:9]1[CH:14]=[C:13]([F:15])[C:12]([OH:16])=[CH:11][C:10]=1O)=[O:8]. Given the product [F:1][C:2]1[C:3]([OH:20])=[CH:4][C:5]2[O:19][C:10]3[C:9](=[CH:14][C:13]([F:15])=[C:12]([OH:16])[CH:11]=3)[C:7](=[O:8])[C:6]=2[CH:18]=1, predict the reactants needed to synthesize it. (2) Given the product [CH:22]1[C:17]2[O:16][C:15]3[C:10]4[C:5]5[C:4]([NH:1][C:11]=4[CH:12]=[CH:13][C:14]=3[C:18]=2[CH:19]=[CH:20][CH:21]=1)=[CH:9][CH:8]=[CH:7][CH:6]=5, predict the reactants needed to synthesize it. The reactants are: [N+:1]([C:4]1[CH:9]=[CH:8][CH:7]=[CH:6][C:5]=1[C:10]1[C:15]2[O:16][C:17]3[CH:22]=[CH:21][CH:20]=[CH:19][C:18]=3[C:14]=2[CH:13]=[CH:12][CH:11]=1)([O-])=O.P(OCC)(OCC)OCC. (3) Given the product [NH2:2][C:1](=[O:3])[CH2:4][CH2:5][C@H:6]([NH:10][C:11]([C:13]1[N:17]2[C@@:18]([CH2:31][C:32]3[CH:33]=[CH:34][C:35]([C:38]#[N:39])=[CH:36][CH:37]=3)([CH3:30])[C:19](=[O:29])[N:20]([C:21]3[CH:22]=[C:23]([Cl:28])[CH:24]=[C:25]([Cl:27])[CH:26]=3)[C:16]2=[N:15][CH:14]=1)=[O:12])[C:7]([N:69]1[CH2:74][CH2:73][CH2:72][CH:71]([C:75](=[O:76])[NH2:77])[CH2:70]1)=[O:8], predict the reactants needed to synthesize it. The reactants are: [C:1]([CH2:4][CH2:5][C@H:6]([NH:10][C:11]([C:13]1[N:17]2[C@@:18]([CH2:31][C:32]3[CH:37]=[CH:36][C:35]([C:38]#[N:39])=[CH:34][CH:33]=3)([CH3:30])[C:19](=[O:29])[N:20]([C:21]3[CH:26]=[C:25]([Cl:27])[CH:24]=[C:23]([Cl:28])[CH:22]=3)[C:16]2=[N:15][CH:14]=1)=[O:12])[C:7](O)=[O:8])(=[O:3])[NH2:2].Cl.CN(C)CCCN=C=NCC.N1(O)C2C=CC=CC=2N=N1.C(N(CC)CC)C.[NH:69]1[CH2:74][CH2:73][CH2:72][CH:71]([C:75]([NH2:77])=[O:76])[CH2:70]1. (4) Given the product [O:20]=[C:19]1[C:9]2[S:8][CH2:7][C:6]3([CH2:22][CH2:23][CH:3]([NH:2][C:25](=[O:26])[O:27][C:28]4[CH:33]=[CH:32][CH:31]=[C:30]([C:34]([F:35])([F:37])[F:36])[CH:29]=4)[CH2:4][CH2:5]3)[O:11][C:10]=2[C:12]2[C:17](=[CH:16][CH:15]=[CH:14][CH:13]=2)[C:18]1=[O:21], predict the reactants needed to synthesize it. The reactants are: Cl.[NH2:2][CH:3]1[CH2:23][CH2:22][C:6]2([O:11][C:10]3[C:12]4[C:17]([C:18](=[O:21])[C:19](=[O:20])[C:9]=3[S:8][CH2:7]2)=[CH:16][CH:15]=[CH:14][CH:13]=4)[CH2:5][CH2:4]1.Cl[C:25]([O:27][C:28]1[CH:33]=[CH:32][CH:31]=[C:30]([C:34]([F:37])([F:36])[F:35])[CH:29]=1)=[O:26].Cl.